Predict the reactants needed to synthesize the given product. From a dataset of Full USPTO retrosynthesis dataset with 1.9M reactions from patents (1976-2016). (1) Given the product [Br:1][C:2]1[CH:3]=[C:4]([CH:7]=[C:8]([Br:10])[CH:9]=1)[CH2:5][OH:6], predict the reactants needed to synthesize it. The reactants are: [Br:1][C:2]1[CH:3]=[C:4]([CH:7]=[C:8]([Br:10])[CH:9]=1)[CH:5]=[O:6].[BH4-].[Na+]. (2) Given the product [Cl:7][C:8]1[CH:9]=[C:10]2[C:14](=[CH:15][CH:16]=1)[N:13]([CH2:24][C:25]([CH3:29])([CH3:28])[C:26]#[N:27])[C:12](=[O:17])[C:11]12[O:22][CH2:21][CH2:20][CH2:19][O:18]1, predict the reactants needed to synthesize it. The reactants are: CC(C)([O-])C.[K+].[Cl:7][C:8]1[CH:9]=[C:10]2[C:14](=[CH:15][CH:16]=1)[NH:13][C:12](=[O:17])[C:11]12[O:22][CH2:21][CH2:20][CH2:19][O:18]1.Cl[CH2:24][C:25]([CH3:29])([CH3:28])[C:26]#[N:27].O. (3) Given the product [C:1]1([CH2:7][CH2:8][CH2:9][CH2:10][CH2:11][CH2:12][C:13]([C:15]2[O:19][C:18]([C:20]3[CH:25]=[CH:24][CH:23]=[CH:22][N:21]=3)=[N:17][CH:16]=2)=[O:14])[CH:6]=[CH:5][CH:4]=[CH:3][CH:2]=1, predict the reactants needed to synthesize it. The reactants are: [C:1]1([CH2:7][CH2:8][CH2:9][CH2:10][CH2:11][CH2:12][CH:13]([C:15]2[O:19][C:18]([C:20]3[CH:25]=[CH:24][CH:23]=[CH:22][N:21]=3)=[N:17][CH:16]=2)[OH:14])[CH:6]=[CH:5][CH:4]=[CH:3][CH:2]=1.CC(OI1(OC(C)=O)(OC(C)=O)OC(=O)C2C=CC=CC1=2)=O. (4) The reactants are: [C:1]12([NH2:11])[CH2:10][CH:5]3[CH2:6][CH:7]([CH2:9][CH:3]([CH2:4]3)[CH2:2]1)[CH2:8]2.[CH3:12][S:13][C:14]1[CH:21]=[CH:20][C:17]([CH:18]=O)=[CH:16][CH:15]=1. Given the product [C:1]12([NH:11][CH2:18][C:17]3[CH:20]=[CH:21][C:14]([S:13][CH3:12])=[CH:15][CH:16]=3)[CH2:8][CH:7]3[CH2:6][CH:5]([CH2:4][CH:3]([CH2:9]3)[CH2:2]1)[CH2:10]2, predict the reactants needed to synthesize it. (5) Given the product [N:14]1([C:5]2[CH:6]=[CH:7][C:8]([C:10]([F:11])([F:12])[F:13])=[CH:9][C:4]=2[NH2:1])[CH:18]=[CH:17][CH:16]=[N:15]1, predict the reactants needed to synthesize it. The reactants are: [N+:1]([C:4]1[CH:9]=[C:8]([C:10]([F:13])([F:12])[F:11])[CH:7]=[CH:6][C:5]=1[N:14]1[CH:18]=[CH:17][CH:16]=[N:15]1)([O-])=O. (6) Given the product [Cl:1][C:2]1[CH:24]=[C:23]([S:25]([CH2:28][CH3:29])(=[O:26])=[O:27])[CH:22]=[CH:21][C:3]=1[O:4][C:5]1[CH:6]=[C:7]([CH2:17][C:18]([NH:47][S:44]([CH2:42][CH3:43])(=[O:46])=[O:45])=[O:19])[CH:8]=[C:9]([C:11]2[CH:12]=[CH:13][CH:14]=[CH:15][CH:16]=2)[CH:10]=1, predict the reactants needed to synthesize it. The reactants are: [Cl:1][C:2]1[CH:24]=[C:23]([S:25]([CH2:28][CH3:29])(=[O:27])=[O:26])[CH:22]=[CH:21][C:3]=1[O:4][C:5]1[CH:6]=[C:7]([CH2:17][C:18](O)=[O:19])[CH:8]=[C:9]([C:11]2[CH:16]=[CH:15][CH:14]=[CH:13][CH:12]=2)[CH:10]=1.C1N=CN(C(N2C=NC=C2)=O)C=1.[CH2:42]([S:44]([NH2:47])(=[O:46])=[O:45])[CH3:43].C1CCN2C(=NCCC2)CC1. (7) Given the product [CH:1]1([C:4]([NH:6][C:7]2[S:8][C:9]3[C:14]([N:15]=2)=[CH:13][CH:12]=[C:11]([C:16]2[CH:17]=[C:18]([CH:24]=[CH:25][CH:26]=2)[C:19]([OH:21])=[O:20])[N:10]=3)=[O:5])[CH2:3][CH2:2]1, predict the reactants needed to synthesize it. The reactants are: [CH:1]1([C:4]([NH:6][C:7]2[S:8][C:9]3[C:14]([N:15]=2)=[CH:13][CH:12]=[C:11]([C:16]2[CH:17]=[C:18]([CH:24]=[CH:25][CH:26]=2)[C:19]([O:21]CC)=[O:20])[N:10]=3)=[O:5])[CH2:3][CH2:2]1.O.[OH-].[Li+].Cl.